From a dataset of Experimentally validated miRNA-target interactions with 360,000+ pairs, plus equal number of negative samples. Binary Classification. Given a miRNA mature sequence and a target amino acid sequence, predict their likelihood of interaction. The miRNA is hsa-miR-202-5p with sequence UUCCUAUGCAUAUACUUCUUUG. The protein sequence of the target gene is MAKSGLRQDPQSTAAATVLKRAVELDSESRYPQALVCYQEGIDLLLQVLKGTKDNTKRCNLREKISKYMDRAENIKKYLDQEKEDGKYHKQIKIEENATGFSYESLFREYLNETVTEVWIEDPYIRHTHQLYNFLRFCEMLIKRPCKVKTIHLLTSLDEGIEQVQQSRGLQEIEESLRSHGVLLEVQYSSSIHDREIRFNNGWMIKIGRGLDYFKKPQSRFSLGYCDFDLRPCHETTVDIFHKKHTKNI. Result: 0 (no interaction).